Dataset: Full USPTO retrosynthesis dataset with 1.9M reactions from patents (1976-2016). Task: Predict the reactants needed to synthesize the given product. Given the product [CH2:1]([O:3][C:4](=[C:13]([C:12]#[N:16])[C:14]#[N:15])[CH3:5])[CH3:2], predict the reactants needed to synthesize it. The reactants are: [C:1](OCC)(OCC)([O:3][CH2:4][CH3:5])[CH3:2].[C:12](#[N:16])[CH2:13][C:14]#[N:15].